This data is from Catalyst prediction with 721,799 reactions and 888 catalyst types from USPTO. The task is: Predict which catalyst facilitates the given reaction. (1) Reactant: [C:1]([C:3]1[CH:4]=[CH:5][C:6]([N:9]2[CH2:14][CH2:13][N:12]([C:15]([O:17][C:18]([CH3:21])([CH3:20])[CH3:19])=[O:16])[CH2:11][CH2:10]2)=[N:7][CH:8]=1)#[CH:2].Br[C:23]1[CH:28]=[CH:27][C:26]([C:29]([F:32])([F:31])[F:30])=[CH:25][N:24]=1.C(N(CC)CC)C. Product: [F:30][C:29]([F:32])([F:31])[C:26]1[CH:27]=[CH:28][C:23]([C:2]#[C:1][C:3]2[CH:4]=[CH:5][C:6]([N:9]3[CH2:10][CH2:11][N:12]([C:15]([O:17][C:18]([CH3:21])([CH3:20])[CH3:19])=[O:16])[CH2:13][CH2:14]3)=[N:7][CH:8]=2)=[N:24][CH:25]=1. The catalyst class is: 44. (2) Reactant: Cl[C:2]1[N:7]=[C:6]([N:8]2[CH2:13][CH2:12][NH:11][CH:10]([CH:14]([CH3:16])[CH3:15])[CH2:9]2)[CH:5]=[CH:4][N:3]=1.C([O-])=O.[NH4+]. Product: [CH:14]([CH:10]1[NH:11][CH2:12][CH2:13][N:8]([C:6]2[CH:5]=[CH:4][N:3]=[CH:2][N:7]=2)[CH2:9]1)([CH3:16])[CH3:15]. The catalyst class is: 19. (3) Reactant: C(OC([NH:8][C@:9]([CH3:39])([CH2:20][CH2:21][C:22]1[O:23][C:24]([C:27](=[O:38])[CH2:28][CH2:29][CH2:30][CH2:31][C:32]2[CH:37]=[CH:36][CH:35]=[CH:34][CH:33]=2)=[CH:25][CH:26]=1)[CH2:10][CH2:11][P:12](=[O:19])([O:16]CC)[O:13]CC)=O)(C)(C)C.Br[Si](C)(C)C. Product: [NH2:8][C@:9]([CH3:39])([CH2:20][CH2:21][C:22]1[O:23][C:24]([C:27](=[O:38])[CH2:28][CH2:29][CH2:30][CH2:31][C:32]2[CH:33]=[CH:34][CH:35]=[CH:36][CH:37]=2)=[CH:25][CH:26]=1)[CH2:10][CH2:11][P:12](=[O:13])([OH:16])[OH:19]. The catalyst class is: 4. (4) Reactant: [Cl:1][C:2]1[CH:3]=[C:4]([C:8]2[C:9]([O:17][CH3:18])=[N:10][C:11]([CH3:16])=[C:12]([CH:15]=2)[C:13]#N)[CH:5]=[CH:6][CH:7]=1.BrC1C(OC)=NC(C)=C(C=1)C#N.[Cl:31]C1C=C(B(O)O)C=CC=1.C(=O)(O)[O-].[Na+]. Product: [Cl:31][CH2:13][C:12]1[C:11]([CH3:16])=[N:10][C:9]([O:17][CH3:18])=[C:8]([C:4]2[CH:5]=[CH:6][CH:7]=[C:2]([Cl:1])[CH:3]=2)[CH:15]=1. The catalyst class is: 10. (5) Reactant: [H-].[Na+].[CH3:3][N:4]([CH3:8])[CH2:5][CH2:6][OH:7].Cl[C:10]1[CH:15]=[CH:14][N:13]=[CH:12][C:11]=1[C:16]1[N:24]=[CH:23][C:22]2[NH:21][C:20]3[N:25]=[CH:26][C:27]([C:29]4[CH:30]=[N:31][N:32]([CH3:34])[CH:33]=4)=[CH:28][C:19]=3[C:18]=2[CH:17]=1. Product: [NH3:4].[CH3:3][N:4]([CH3:8])[CH2:5][CH2:6][O:7][C:10]1[CH:15]=[CH:14][N:13]=[CH:12][C:11]=1[C:16]1[N:24]=[CH:23][C:22]2[NH:21][C:20]3[N:25]=[CH:26][C:27]([C:29]4[CH:30]=[N:31][N:32]([CH3:34])[CH:33]=4)=[CH:28][C:19]=3[C:18]=2[CH:17]=1. The catalyst class is: 3.